From a dataset of Experimentally validated miRNA-target interactions with 360,000+ pairs, plus equal number of negative samples. Binary Classification. Given a miRNA mature sequence and a target amino acid sequence, predict their likelihood of interaction. (1) The miRNA is hsa-miR-6878-3p with sequence CUGGCCUCUUCUUUCUCCUAG. The protein sequence of the target gene is MEAHEIIEEPHITMDAEKHPPSKDPSAEDLQENHISESFLKPSTSETPLEPHTSESPLVPSPSQIPLEAHSPETHQEPSISETPSETPTYEASLDSPISVVPEKHLTLPPQSRDYVCLSSSDTLKEDLSSESSSNEVPWTRRSTHLSESESLPEHCLSGPSSQVQVDTTEKQEEEAGEVEKGVDASDSTAHTAQPGHQLGNTARPVFPARQTELVEVAKAMHREEFGAQVNNLFQWEKDAALNAIQTGLYIGWRCPHYLWDCFRIGDESRCFCGHLLREHRIISDISVPCKVSQCRCFMF.... Result: 1 (interaction). (2) The miRNA is mmu-miR-466j with sequence UGUGUGCAUGUGCAUGUGUGUAA. The protein sequence of the target gene is MGLTAYGNRRVQPGELPFGANLTLIHTRAQPVICSKLLLTKRVSPISFFLSKFQNSWGEDGWVQLDQLPSPNAVSSDQVHCSAGCTHRKCGWAASKSKEKVPARPHGVCDGVCTDYSQCTQPCPPDTQGNMGFSCRQKTWHKITDTCQTLNALNIFEEDSRLVQPFEDNIKISVYTGKSETITDMLLQKCPTDLSCVIRNIQQSPWIPGNIAVIVQLLHNISTAIWTGVDEAKMQSYSTIANHILNSKSISNWTFIPDRNSSYILLHSVNSFARRLFIDKHPVDISDVFIHTMGTTISGD.... Result: 0 (no interaction). (3) The miRNA is hsa-miR-3606-3p with sequence AAAAUUUCUUUCACUACUUAG. The protein sequence of the target gene is MAALGVLESDLPSAVTLLKNLQEQVMAVTAQVKSLTQKVQAGAYPTEKGLSFLEVKDQLLLMYLMDLTHLILDKASGGSLQGHDAVLRLVEIRTVLEKLRPLDQKLKYQIDKLIKTAVTGSLSENDPLRFKPHPSNMMSKLSSEDEEEDEAEDDQSEASGKKSVKGVSKKYVPPRLVPVHYDETEAEREKKRLERAKRRALSSSVIRELKEQYSDAPEEIRDARHPHVTRQSQEDQHRINYEESMMVRLSVSKREKGRRKRANVMSSQLHSLTHFSDISALTGGTVHLDEDQNPIKKRKK.... Result: 1 (interaction). (4) The miRNA is hsa-let-7d-3p with sequence CUAUACGACCUGCUGCCUUUCU. The protein sequence of the target gene is MWGDSRPANRTGPFRGSQEERFAPGWNRDYPPPPLKSHAQERHSGNFPGRDSLPFDFQGHSGPPFANVEEHSFSYGARDGPHGDYRGGEGPGHDFRGGDFSSSDFQSRDSSQLDFRGRDIHSGDFRDREGPPMDYRGGDGTSMDYRGREAPHMNYRDRDAHAVDFRGRDAPPSDFRGRGTYDLDFRGRDGSHADFRGRDLSDLDFRAREQSRSDFRNRDVSDLDFRDKDGTQVDFRGRGSGTTDLDFRDRDTPHSDFRGRHRSRTDQDFRGREMGSCMEFKDREMPPVDPNILDYIQPST.... Result: 0 (no interaction). (5) The miRNA is hsa-miR-323a-3p with sequence CACAUUACACGGUCGACCUCU. The protein sequence of the target gene is MENFVLYEEIGRGSRTVVYKGRRKGTINFVAILCTEKCKRPEITNWVRLTHEIKHKNIVTFHEWYETSNHLWLVVELCTGGSLETVIAQDENLPEDVVREFGVDLVTGLHHLHRLGILFCDLSPGKILLEGPGTLKFSNFCLAKVAGESLEEFFALVAAEEGGGDSGENALKKSMKTRVRGSLIYAAPEIVKGTEFSVTSDLWSLGCLLYEMFSGKPPFFSETVSELVEKILYEDPLPPIPKDSSFPKASSDFLNLLDGLLQKDPQKRFSWEGVLQHPFWKDALRGEDSGWASEDSPFSR.... Result: 0 (no interaction).